Dataset: Catalyst prediction with 721,799 reactions and 888 catalyst types from USPTO. Task: Predict which catalyst facilitates the given reaction. (1) Reactant: [C:1]([C:3]1([CH2:13][O:14][C:15]2[C:23]([CH:24]3[CH2:26][CH2:25]3)=[CH:22][C:18]([C:19]([OH:21])=O)=[C:17]([F:27])[CH:16]=2)[CH:10]2[CH2:11][CH:6]3[CH2:7][CH:8]([CH2:12][CH:4]1[CH2:5]3)[CH2:9]2)#[N:2].C(N1C=CN=C1)(N1C=CN=C1)=O.[CH3:40][S:41]([NH2:44])(=[O:43])=[O:42].N12CCCN=C1CCCCC2. Product: [C:1]([C:3]1([CH2:13][O:14][C:15]2[C:23]([CH:24]3[CH2:25][CH2:26]3)=[CH:22][C:18]([C:19]([NH:44][S:41]([CH3:40])(=[O:43])=[O:42])=[O:21])=[C:17]([F:27])[CH:16]=2)[CH:10]2[CH2:9][CH:8]3[CH2:7][CH:6]([CH2:5][CH:4]1[CH2:12]3)[CH2:11]2)#[N:2]. The catalyst class is: 54. (2) Reactant: [CH3:1][C:2]1[CH:7]=[CH:6][C:5]([C:8]([C:10]([C:12]2[CH:17]=[CH:16][C:15]([CH3:18])=[CH:14][CH:13]=2)=O)=O)=[CH:4][CH:3]=1.Cl.[NH2:20][CH2:21][C:22]([NH2:24])=[O:23].[OH-].[Na+].Cl.C(=O)(O)[O-].[K+]. Product: [CH3:1][C:2]1[CH:7]=[CH:6][C:5]([C:8]2[N:20]=[CH:21][C:22]([OH:23])=[N:24][C:10]=2[C:12]2[CH:17]=[CH:16][C:15]([CH3:18])=[CH:14][CH:13]=2)=[CH:4][CH:3]=1. The catalyst class is: 72. (3) Reactant: Cl[C:2]1[N:3]=[CH:4][C:5]2[N:11]([CH3:12])[C:10](=[O:13])[CH:9]([CH2:14][CH3:15])[CH2:8][N:7]([CH:16]3[CH2:20][CH2:19][CH2:18][CH2:17]3)[C:6]=2[N:21]=1.[NH2:22][C:23]1[CH:31]=[CH:30][C:26]([C:27]([OH:29])=[O:28])=[CH:25][C:24]=1[O:32][CH3:33].C(O)C. Product: [CH:16]1([N:7]2[CH2:8][CH:9]([CH2:14][CH3:15])[C:10](=[O:13])[N:11]([CH3:12])[C:5]3[CH:4]=[N:3][C:2]([NH:22][C:23]4[CH:31]=[CH:30][C:26]([C:27]([OH:29])=[O:28])=[CH:25][C:24]=4[O:32][CH3:33])=[N:21][C:6]2=3)[CH2:20][CH2:19][CH2:18][CH2:17]1. The catalyst class is: 126. (4) Reactant: [Cl:1][C:2]1[C:9]([CH3:10])=[C:8]([N:11]2[C@H:15]([C:16]([F:19])([F:18])[F:17])[C@@H:14]3[C@H:20]([O:23][Si](C(C)(C)C)(C)C)[CH2:21][CH2:22][N:13]3[C:12]2=[O:31])[CH:7]=[CH:6][C:3]=1[C:4]#[N:5].CCCC[N+](CCCC)(CCCC)CCCC.[F-].[Cl-].[NH4+].CCOC(C)=O. Product: [Cl:1][C:2]1[C:9]([CH3:10])=[C:8]([N:11]2[C@H:15]([C:16]([F:18])([F:19])[F:17])[C@@H:14]3[C@H:20]([OH:23])[CH2:21][CH2:22][N:13]3[C:12]2=[O:31])[CH:7]=[CH:6][C:3]=1[C:4]#[N:5]. The catalyst class is: 1. (5) Reactant: [N:1]1([C:7]2[CH:12]=[CH:11][N:10]=[C:9]3[NH:13][CH:14]=[C:15]([NH:16][C:17](=[O:24])[C:18]4[CH:23]=[CH:22][CH:21]=[N:20][CH:19]=4)[C:8]=23)[CH2:6][CH2:5][NH:4][CH2:3][CH2:2]1.[C:25]([O:29][C:30]([NH:32][CH2:33][CH2:34][C:35](O)=[O:36])=[O:31])([CH3:28])([CH3:27])[CH3:26].C1C=CC2N(O)N=NC=2C=1.O.CCN=C=NCCCN(C)C.CCN(C(C)C)C(C)C. Product: [C:17]([NH:16][C:15]1[C:8]2[C:9](=[N:10][CH:11]=[CH:12][C:7]=2[N:1]2[CH2:2][CH2:3][N:4]([C:35](=[O:36])[CH2:34][CH2:33][NH:32][C:30](=[O:31])[O:29][C:25]([CH3:26])([CH3:27])[CH3:28])[CH2:5][CH2:6]2)[NH:13][CH:14]=1)(=[O:24])[C:18]1[CH:23]=[CH:22][CH:21]=[N:20][CH:19]=1. The catalyst class is: 2.